From a dataset of Catalyst prediction with 721,799 reactions and 888 catalyst types from USPTO. Predict which catalyst facilitates the given reaction. (1) Reactant: Cl.[NH:2]1[CH2:8][CH2:7][CH2:6][CH2:5][CH2:4][CH2:3]1.CC(C)=O.[C-]#N.[K+].CN(C)[C:18]1([C:23]#[N:24])[CH2:22]CC[CH2:19]1. Product: [N:2]1([C:18]([CH3:22])([CH3:19])[C:23]#[N:24])[CH2:8][CH2:7][CH2:6][CH2:5][CH2:4][CH2:3]1. The catalyst class is: 6. (2) Reactant: [CH3:1][S:2]([OH:5])(=[O:4])=[O:3].[CH3:6][O:7][C:8]1[CH:9]=[C:10]([C:18]2[CH:61]=[CH:60][C:21]([C:22]([N:24]3[CH2:29][CH2:28][N:27]([CH2:30][CH2:31][CH2:32][CH2:33][N:34]4[CH2:39][CH2:38][N:37]([C:40](=[O:59])[C:41]5[CH:46]=[CH:45][C:44]([C:47]6[CH:52]=[C:51]([O:53][CH3:54])[C:50]([O:55][CH3:56])=[C:49]([O:57][CH3:58])[CH:48]=6)=[CH:43][CH:42]=5)[CH2:36][CH2:35]4)[CH2:26][CH2:25]3)=[O:23])=[CH:20][CH:19]=2)[CH:11]=[C:12]([O:16][CH3:17])[C:13]=1[O:14][CH3:15]. Product: [CH3:1][S:2]([OH:5])(=[O:4])=[O:3].[CH3:1][S:2]([OH:5])(=[O:4])=[O:3].[CH3:54][O:53][C:51]1[CH:52]=[C:47]([C:44]2[CH:43]=[CH:42][C:41]([C:40]([N:37]3[CH2:38][CH2:39][N:34]([CH2:33][CH2:32][CH2:31][CH2:30][N:27]4[CH2:28][CH2:29][N:24]([C:22](=[O:23])[C:21]5[CH:60]=[CH:61][C:18]([C:10]6[CH:9]=[C:8]([O:7][CH3:6])[C:13]([O:14][CH3:15])=[C:12]([O:16][CH3:17])[CH:11]=6)=[CH:19][CH:20]=5)[CH2:25][CH2:26]4)[CH2:35][CH2:36]3)=[O:59])=[CH:46][CH:45]=2)[CH:48]=[C:49]([O:57][CH3:58])[C:50]=1[O:55][CH3:56]. The catalyst class is: 8. (3) Reactant: [N:1]1[CH:6]=[CH:5][CH:4]=[C:3]([N:7]2[CH2:11][CH2:10][NH:9][C:8]2=[O:12])[CH:2]=1.I[C:14]1[CH:15]=[CH:16][C:17]2[S:21][CH:20]=[N:19][C:18]=2[CH:22]=1.N[C@@H]1CCCC[C@H]1N.C(=O)([O-])[O-].[K+].[K+]. Product: [S:21]1[C:17]2[CH:16]=[CH:15][C:14]([N:9]3[CH2:10][CH2:11][N:7]([C:3]4[CH:2]=[N:1][CH:6]=[CH:5][CH:4]=4)[C:8]3=[O:12])=[CH:22][C:18]=2[N:19]=[CH:20]1. The catalyst class is: 246. (4) Reactant: [CH3:1][S:2](Cl)(=[O:4])=[O:3].Cl.[NH2:7][CH2:8][CH2:9][CH2:10][C:11]([O:13][CH2:14][CH3:15])=[O:12].CCN(CC)CC. Product: [CH2:14]([O:13][C:11](=[O:12])[CH2:10][CH2:9][CH2:8][NH:7][S:2]([CH3:1])(=[O:4])=[O:3])[CH3:15]. The catalyst class is: 1. (5) Reactant: [CH2:1]([O:3][C:4]([CH:6]1[CH:8]([C:9]2[S:10][CH:11]=[CH:12][CH:13]=2)O1)=[O:5])[CH3:2].[N-:14]=[N+]=[N-].[Na+].[NH4+].[Cl-].C1C=CC(P(C2C=CC=CC=2)C2C=CC=CC=2)=CC=1.N#N. Product: [CH2:1]([O:3][C:4]([C@H:6]1[C@H:8]([C:9]2[S:10][CH:11]=[CH:12][CH:13]=2)[NH:14]1)=[O:5])[CH3:2]. The catalyst class is: 5. (6) Reactant: [CH3:1][O:2][C:3]1[CH:8]=[CH:7][C:6]([N:9]2[C:13]3[C:14](=[O:18])[NH:15][CH2:16][CH2:17][C:12]=3[C:11]([C:19]([F:22])([F:21])[F:20])=[N:10]2)=[CH:5][CH:4]=1.[H-].[Na+].Br[CH2:26][C:27]([OH:29])=[O:28]. The catalyst class is: 3. Product: [C:12]([O:29][C:27](=[O:28])[CH2:26][N:15]1[CH2:16][CH2:17][C:12]2[C:11]([C:19]([F:22])([F:20])[F:21])=[N:10][N:9]([C:6]3[CH:5]=[CH:4][C:3]([O:2][CH3:1])=[CH:8][CH:7]=3)[C:13]=2[C:14]1=[O:18])([CH3:17])([CH3:13])[CH3:11]. (7) Reactant: [Cl:1][C:2]1[CH:7]=[C:6]([C:8]([F:11])([F:10])[F:9])[CH:5]=[CH:4][C:3]=1[C:12]#[C:13][C:14]([OH:16])=O.[NH2:17][C:18]1[CH:33]=[CH:32][C:21]([O:22][CH2:23][CH2:24][N:25]2[CH2:29][CH2:28][CH2:27][C@H:26]2[CH2:30][OH:31])=[C:20]([O:34][CH3:35])[CH:19]=1. Product: [OH:31][CH2:30][C@@H:26]1[CH2:27][CH2:28][CH2:29][N:25]1[CH2:24][CH2:23][O:22][C:21]1[CH:32]=[CH:33][C:18]([NH:17][C:14](=[O:16])[C:13]#[C:12][C:3]2[CH:4]=[CH:5][C:6]([C:8]([F:9])([F:10])[F:11])=[CH:7][C:2]=2[Cl:1])=[CH:19][C:20]=1[O:34][CH3:35]. The catalyst class is: 98. (8) Reactant: [CH3:1][O:2][C:3](=[O:28])[CH2:4][N:5]1[C:13]2[C:8](=[CH:9][C:10]([O:14][CH2:15][CH2:16][CH2:17][N:18]([C:20]3[C:25]([F:26])=[CH:24][N:23]=[C:22](Cl)[N:21]=3)[CH3:19])=[CH:11][CH:12]=2)[CH:7]=[CH:6]1.O.C(=O)([O-])[O-].[Na+].[Na+].[CH3:36][O:37][C:38]1[CH:43]=[CH:42][C:41](B(O)O)=[CH:40][CH:39]=1. Product: [CH3:1][O:2][C:3](=[O:28])[CH2:4][N:5]1[C:13]2[C:8](=[CH:9][C:10]([O:14][CH2:15][CH2:16][CH2:17][N:18]([C:20]3[C:25]([F:26])=[CH:24][N:23]=[C:22]([C:41]4[CH:42]=[CH:43][C:38]([O:37][CH3:36])=[CH:39][CH:40]=4)[N:21]=3)[CH3:19])=[CH:11][CH:12]=2)[CH:7]=[CH:6]1. The catalyst class is: 857.